Dataset: Reaction yield outcomes from USPTO patents with 853,638 reactions. Task: Predict the reaction yield, written as a fraction of the theoretical maximum amount of product (1.0 means a 100% yield; for example, 0.34 means a 34% yield). (1) The reactants are [H-].[Na+].[Cl:3][C:4]1[C:5]2[CH:12]=[CH:11][NH:10][C:6]=2[N:7]=[CH:8][N:9]=1.Cl[CH2:14][O:15][CH2:16][C:17]1[CH:22]=[CH:21][CH:20]=[CH:19][CH:18]=1. The catalyst is O1CCCC1. The product is [CH2:16]([O:15][CH2:14][N:10]1[C:6]2[N:7]=[CH:8][N:9]=[C:4]([Cl:3])[C:5]=2[CH:12]=[CH:11]1)[C:17]1[CH:22]=[CH:21][CH:20]=[CH:19][CH:18]=1. The yield is 0.707. (2) The reactants are [CH:1]([Si:4]([CH:36]([CH3:38])[CH3:37])([CH:33]([CH3:35])[CH3:34])[O:5][CH2:6][C@H:7]1[CH2:11][CH2:10][CH2:9][N:8]1[C:12]1[N:16]2[CH:17]=[C:18]([O:21][C@H:22]3[C:31]4[C:26](=[CH:27][CH:28]=[CH:29][CH:30]=4)[C@@H:25]([NH2:32])[CH2:24][CH2:23]3)[CH:19]=[CH:20][C:15]2=[N:14][N:13]=1)([CH3:3])[CH3:2].ClC(Cl)(Cl)C[O:42][C:43](=O)[NH:44][C:45]1[N:46]([C:54]2[CH:59]=[CH:58][C:57]([CH3:60])=[CH:56][CH:55]=2)[N:47]=[C:48]([C:50]([CH3:53])([CH3:52])[CH3:51])[CH:49]=1.CCN(C(C)C)C(C)C.N. The catalyst is CN(C=O)C.CO.C(Cl)Cl. The product is [C:50]([C:48]1[CH:49]=[C:45]([NH:44][C:43]([NH:32][C@@H:25]2[C:26]3[C:31](=[CH:30][CH:29]=[CH:28][CH:27]=3)[C@H:22]([O:21][C:18]3[CH:19]=[CH:20][C:15]4[N:16]([C:12]([N:8]5[CH2:9][CH2:10][CH2:11][C@@H:7]5[CH2:6][O:5][Si:4]([CH:1]([CH3:2])[CH3:3])([CH:33]([CH3:35])[CH3:34])[CH:36]([CH3:38])[CH3:37])=[N:13][N:14]=4)[CH:17]=3)[CH2:23][CH2:24]2)=[O:42])[N:46]([C:54]2[CH:59]=[CH:58][C:57]([CH3:60])=[CH:56][CH:55]=2)[N:47]=1)([CH3:53])([CH3:51])[CH3:52]. The yield is 0.360. (3) The reactants are [N+:1]([C:4]1[CH:9]=[CH:8][C:7]([NH:10][CH:11]2[CH2:16][CH2:15][CH:14]([O:17][CH2:18][C:19]([OH:21])=O)[CH2:13][CH2:12]2)=[CH:6][C:5]=1[C:22]([F:25])([F:24])[F:23])([O-:3])=[O:2].CCN=C=NCCCN(C)C.Cl.C1C=CC2N(O)N=NC=2C=1.CN1CCOCC1.Cl.[CH3:56][C@H:57]1[CH2:62][NH:61][C@H:60]([CH3:63])[CH2:59][N:58]1[CH2:64][C:65]1[S:66][C:67]2[CH:73]=[CH:72][C:71]([C:74]([F:77])([F:76])[F:75])=[CH:70][C:68]=2[N:69]=1. The catalyst is CN(C=O)C.CCOC(C)=O. The product is [CH3:63][C@@H:60]1[CH2:59][N:58]([CH2:64][C:65]2[S:66][C:67]3[CH:73]=[CH:72][C:71]([C:74]([F:77])([F:75])[F:76])=[CH:70][C:68]=3[N:69]=2)[C@@H:57]([CH3:56])[CH2:62][N:61]1[C:19](=[O:21])[CH2:18][O:17][CH:14]1[CH2:15][CH2:16][CH:11]([NH:10][C:7]2[CH:8]=[CH:9][C:4]([N+:1]([O-:3])=[O:2])=[C:5]([C:22]([F:24])([F:25])[F:23])[CH:6]=2)[CH2:12][CH2:13]1. The yield is 0.537. (4) The reactants are [H-].[Na+].[NH:3]1[C:11]2[C:6](=[CH:7][CH:8]=[CH:9][CH:10]=2)[CH:5]=[CH:4]1.CS(O[CH2:17][CH:18]1[CH2:20][CH:19]1[C:21]([O:23][CH2:24][CH3:25])=[O:22])(=O)=O.O. The catalyst is CN(C=O)C. The product is [N:3]1([CH2:17][C@@H:18]2[CH2:20][C@H:19]2[C:21]([O:23][CH2:24][CH3:25])=[O:22])[C:11]2[C:6](=[CH:7][CH:8]=[CH:9][CH:10]=2)[CH:5]=[CH:4]1. The yield is 0.540. (5) The reactants are [CH3:1][N:2]1[CH2:7][CH2:6][CH2:5][CH:4]([CH2:8][O:9][C:10]2[CH:15]=[CH:14][C:13]([NH2:16])=[CH:12][CH:11]=2)[CH2:3]1.O[CH:18]=[C:19]1[C:27]2[C:22](=[CH:23][CH:24]=[CH:25][CH:26]=2)[NH:21][C:20]1=[O:28]. No catalyst specified. The product is [CH3:1][N:2]1[CH2:7][CH2:6][CH2:5][CH:4]([CH2:8][O:9][C:10]2[CH:11]=[CH:12][C:13]([NH:16][CH:18]=[C:19]3[C:27]4[C:22](=[CH:23][CH:24]=[CH:25][CH:26]=4)[NH:21][C:20]3=[O:28])=[CH:14][CH:15]=2)[CH2:3]1. The yield is 0.810. (6) The yield is 0.980. The catalyst is CO.Cl. The reactants are [CH2:1]([C:3]1[C:8]([CH3:9])=[CH:7][C:6]([NH:10]C(=O)C)=[C:5]([N+:14]([O-:16])=[O:15])[CH:4]=1)[CH3:2]. The product is [CH2:1]([C:3]1[C:8]([CH3:9])=[CH:7][C:6]([NH2:10])=[C:5]([N+:14]([O-:16])=[O:15])[CH:4]=1)[CH3:2]. (7) The reactants are [NH2:1][C:2]1[C:7]2[C:8]([C:18]([NH:20][CH3:21])=[O:19])=[C:9]([C:11]3[CH:16]=[CH:15][C:14]([F:17])=[CH:13][CH:12]=3)[O:10][C:6]=2[CH:5]=[CH:4][C:3]=1[C:22]1[CH:27]=[CH:26][CH:25]=[C:24]([C:28](=[O:39])[NH:29][C:30]([C:33]2[CH:38]=[CH:37][CH:36]=[CH:35][CH:34]=2)([CH3:32])[CH3:31])[CH:23]=1.[C:40](Cl)(=[O:42])[CH3:41]. The catalyst is N1C=CC=CC=1. The product is [C:40]([NH:1][C:2]1[C:7]2[C:8]([C:18]([NH:20][CH3:21])=[O:19])=[C:9]([C:11]3[CH:16]=[CH:15][C:14]([F:17])=[CH:13][CH:12]=3)[O:10][C:6]=2[CH:5]=[CH:4][C:3]=1[C:22]1[CH:27]=[CH:26][CH:25]=[C:24]([C:28](=[O:39])[NH:29][C:30]([C:33]2[CH:34]=[CH:35][CH:36]=[CH:37][CH:38]=2)([CH3:32])[CH3:31])[CH:23]=1)(=[O:42])[CH3:41]. The yield is 0.340.